From a dataset of Peptide-MHC class I binding affinity with 185,985 pairs from IEDB/IMGT. Regression. Given a peptide amino acid sequence and an MHC pseudo amino acid sequence, predict their binding affinity value. This is MHC class I binding data. (1) The peptide sequence is NMQESSKSF. The MHC is HLA-B15:02 with pseudo-sequence HLA-B15:02. The binding affinity (normalized) is 0.614. (2) The peptide sequence is ELPIVTPAL. The MHC is HLA-A01:01 with pseudo-sequence HLA-A01:01. The binding affinity (normalized) is 0.168.